Dataset: Peptide-MHC class I binding affinity with 185,985 pairs from IEDB/IMGT. Task: Regression. Given a peptide amino acid sequence and an MHC pseudo amino acid sequence, predict their binding affinity value. This is MHC class I binding data. (1) The peptide sequence is FPFKYAAAF. The MHC is Patr-A0901 with pseudo-sequence Patr-A0901. The binding affinity (normalized) is 0. (2) The peptide sequence is LSLDYAWKTM. The MHC is HLA-A32:01 with pseudo-sequence HLA-A32:01. The binding affinity (normalized) is 0.119. (3) The peptide sequence is FLPRLGTEL. The MHC is H-2-Db with pseudo-sequence H-2-Db. The binding affinity (normalized) is 0.256. (4) The peptide sequence is RPLEACYNTC. The MHC is Mamu-A2201 with pseudo-sequence Mamu-A2201. The binding affinity (normalized) is 0.633. (5) The peptide sequence is SIRFHIKEL. The MHC is HLA-B08:01 with pseudo-sequence HLA-B08:01. The binding affinity (normalized) is 1.00.